From a dataset of Forward reaction prediction with 1.9M reactions from USPTO patents (1976-2016). Predict the product of the given reaction. Given the reactants CC1C=CC(S([O:11][CH2:12][C@H:13]2[O:18][C@@:17]3([C:26]4[C:21](=[CH:22][C:23]([Cl:36])=[C:24]([CH2:27][C:28]5[CH:33]=[CH:32][C:31]([CH2:34][CH3:35])=[CH:30][CH:29]=5)[CH:25]=4)[CH2:20][O:19]3)[C@H:16]([OH:37])[C@@H:15]([OH:38])[C@@H:14]2[OH:39])(=O)=O)=CC=1.[CH3:40][O-].[Na+], predict the reaction product. The product is: [Cl:36][C:23]1[CH:22]=[C:21]2[C:26](=[CH:25][C:24]=1[CH2:27][C:28]1[CH:35]=[CH:34][C:31]([CH2:32][CH3:33])=[CH:30][CH:29]=1)[C@:17]1([C@H:16]([OH:37])[C@@H:15]([OH:38])[C@H:14]([OH:39])[C@@H:13]([CH2:12][O:11][CH3:40])[O:18]1)[O:19][CH2:20]2.